This data is from Catalyst prediction with 721,799 reactions and 888 catalyst types from USPTO. The task is: Predict which catalyst facilitates the given reaction. (1) Reactant: C1(P(C2C=CC=CC=2)C2C=CC=CC=2)C=CC=CC=1.[CH3:20][C:21]1[O:25][C:24]([C:26]2[CH:31]=[CH:30][CH:29]=[CH:28][CH:27]=2)=[N:23][C:22]=1[CH2:32][CH2:33][OH:34].O[C:36]1[CH:45]=[CH:44][C:39]([C:40](OC)=O)=[CH:38][CH:37]=1. Product: [CH3:20][C:21]1[O:25][C:24]([C:26]2[CH:31]=[CH:30][CH:29]=[CH:28][CH:27]=2)=[N:23][C:22]=1[CH2:32][CH2:33][O:34][C:36]1[CH:45]=[CH:44][C:39]([CH3:40])=[CH:38][CH:37]=1. The catalyst class is: 11. (2) Reactant: C(O[CH:4]=[C:5]([C:11](=[O:18])[NH:12][C:13]([O:15]CC)=O)[C:6]([O:8][CH2:9][CH3:10])=[O:7])C.Cl.Cl.[CH2:21]([N:23]1[C:27]2[CH:28]=[CH:29][C:30]([NH2:32])=[CH:31][C:26]=2[N:25]=[C:24]1[CH3:33])[CH3:22].C(N(CC)CC)C.CC(C)([O-])C.[K+].Cl. Product: [CH2:21]([N:23]1[C:27]2[CH:28]=[CH:29][C:30]([N:32]3[CH:4]=[C:5]([C:6]([O:8][CH2:9][CH3:10])=[O:7])[C:11](=[O:18])[NH:12][C:13]3=[O:15])=[CH:31][C:26]=2[N:25]=[C:24]1[CH3:33])[CH3:22]. The catalyst class is: 40. (3) Reactant: Cl[C:2]1[N:7]=[CH:6][N:5]=[C:4]2[N:8]([C:11]3[CH:16]=[CH:15][C:14]([O:17][CH3:18])=[CH:13][CH:12]=3)[N:9]=[CH:10][C:3]=12.[NH2:19][C:20]1[CH:21]=[C:22]([CH:36]=[CH:37][C:38]=1[Cl:39])[C:23]([NH:25][C:26]1[CH:31]=[CH:30][CH:29]=[C:28]([C:32]([F:35])([F:34])[F:33])[CH:27]=1)=[O:24]. Product: [Cl:39][C:38]1[CH:37]=[CH:36][C:22]([C:23]([NH:25][C:26]2[CH:31]=[CH:30][CH:29]=[C:28]([C:32]([F:34])([F:35])[F:33])[CH:27]=2)=[O:24])=[CH:21][C:20]=1[NH:19][C:2]1[N:7]=[CH:6][N:5]=[C:4]2[N:8]([C:11]3[CH:16]=[CH:15][C:14]([O:17][CH3:18])=[CH:13][CH:12]=3)[N:9]=[CH:10][C:3]=12. The catalyst class is: 107.